This data is from Experimentally validated miRNA-target interactions with 360,000+ pairs, plus equal number of negative samples. The task is: Binary Classification. Given a miRNA mature sequence and a target amino acid sequence, predict their likelihood of interaction. The miRNA is hsa-miR-186-5p with sequence CAAAGAAUUCUCCUUUUGGGCU. The protein sequence of the target gene is MVEAAPPGPGPLRRTFLVPEIKSLDQYDFSRAKAAASLAWVLRAAFGGAEHVPPELWEPFYTDQYAQEHVKPPVTRLLLSAELYCRAWRQALPQLETPPNPSALLALLARRGTVPALPERPVREADLRHQPILMGAHLAVIDALMAAFAFEWTKTLPGPLALTSLEHKLLFWVDTTVRRLQEKTEQEAAQRASPAAPADGAAPAQPSIRYRKDRVVARRAPCFPTVTSLQDLASGAALAATIHCYCPQLLRLEEVCLKDPMSVADSLYNLQLVQDFCASRLPRGCPLSLEDLLYVPPPLK.... Result: 1 (interaction).